Dataset: Retrosynthesis with 50K atom-mapped reactions and 10 reaction types from USPTO. Task: Predict the reactants needed to synthesize the given product. (1) Given the product CCn1cc(-c2ccnc3c2cc(-c2cccc(CO)c2)n3S(=O)(=O)c2ccccc2)c(-c2ccc([N+](=O)[O-])cc2)n1, predict the reactants needed to synthesize it. The reactants are: CCn1cc(B2OC(C)(C)C(C)(C)O2)c(-c2ccc([N+](=O)[O-])cc2)n1.O=S(=O)(c1ccccc1)n1c(-c2cccc(CO)c2)cc2c(Br)ccnc21. (2) Given the product COCc1ccc(C(=O)O)c(N)n1, predict the reactants needed to synthesize it. The reactants are: COCc1ccc(C(=O)OC)c(N)n1. (3) Given the product COc1ccccc1N1CCN(C(=O)c2cn(CC(=O)O)c3cc(Cl)ccc23)CC1, predict the reactants needed to synthesize it. The reactants are: COc1ccccc1N1CCN(C(=O)c2c[nH]c3cc(Cl)ccc23)CC1.O=C(O)CBr. (4) Given the product CN(C)CCCC#Cc1ccc2c(-c3ccc(Br)cc3)nsc2c1, predict the reactants needed to synthesize it. The reactants are: CNC.CS(=O)(=O)OCCCC#Cc1ccc2c(-c3ccc(Br)cc3)nsc2c1. (5) The reactants are: ClCc1ccc(OCc2ccc(Cl)cc2)cc1.O=c1nc(N2CCN(c3ccc(F)cc3)CC2)[nH]c(=O)[nH]1. Given the product O=c1nc(N2CCN(c3ccc(F)cc3)CC2)[nH]c(=O)n1Cc1ccc(OCc2ccc(Cl)cc2)cc1, predict the reactants needed to synthesize it.